From a dataset of Forward reaction prediction with 1.9M reactions from USPTO patents (1976-2016). Predict the product of the given reaction. (1) Given the reactants [N:1]1([C:10]([O:12][CH2:13][C:14]2[CH:19]=[CH:18][CH:17]=[CH:16][CH:15]=2)=[O:11])[CH2:5][CH2:4][CH2:3][CH:2]1[C:6]([O:8][CH3:9])=[O:7].[CH3:20][Si](C)(C)[N-][Si](C)(C)C.[Li+].IC, predict the reaction product. The product is: [CH3:20][C:2]1([C:6]([O:8][CH3:9])=[O:7])[CH2:3][CH2:4][CH2:5][N:1]1[C:10]([O:12][CH2:13][C:14]1[CH:19]=[CH:18][CH:17]=[CH:16][CH:15]=1)=[O:11]. (2) Given the reactants C[O-].[Na+].[N+:4]([CH2:7][CH3:8])([O-:6])=[O:5].[N:9]1[CH:10]=[N:11][N:12]2[CH:17]=[C:16]([CH:18]=[O:19])[CH:15]=[CH:14][C:13]=12, predict the reaction product. The product is: [N:9]1[CH:10]=[N:11][N:12]2[CH:17]=[C:16]([CH:18]([OH:19])[CH:7]([N+:4]([O-:6])=[O:5])[CH3:8])[CH:15]=[CH:14][C:13]=12. (3) Given the reactants [Br:1][C:2]1[CH:3]=[C:4]([CH:8]=[CH:9][CH:10]=1)[C:5]([OH:7])=O.C(N(C(C)C)C(C)C)C.[NH2:20][C:21]1[C:22]([C:32]([O:34][CH3:35])=[O:33])=[N:23][N:24]([CH:26]2[CH2:31][CH2:30][O:29][CH2:28][CH2:27]2)[CH:25]=1.ClP(N1CCOC1=O)(N1CCOC1=O)=O, predict the reaction product. The product is: [CH3:35][O:34][C:32]([C:22]1[C:21]([NH:20][C:5](=[O:7])[C:4]2[CH:8]=[CH:9][CH:10]=[C:2]([Br:1])[CH:3]=2)=[CH:25][N:24]([CH:26]2[CH2:31][CH2:30][O:29][CH2:28][CH2:27]2)[N:23]=1)=[O:33]. (4) Given the reactants O[C:2]1[CH:9]=[CH:8][C:5]([CH:6]=[O:7])=[CH:4][C:3]=1[N+:10]([O-:12])=[O:11].C(=O)([O-])[O-].[K+].[K+].Cl.[O:20]1[CH2:25][CH2:24][N:23](CC[Cl:28])[CH2:22][CH2:21]1.C(OCC)(=O)C.Cl, predict the reaction product. The product is: [ClH:28].[O:20]1[CH2:25][CH2:24][N:23]([C:4]2[C:3]([N+:10]([O-:12])=[O:11])=[CH:2][CH:9]=[CH:8][C:5]=2[CH:6]=[O:7])[CH2:22][CH2:21]1. (5) Given the reactants C([O:8][C:9]1[C:14](=[O:15])[C:13]([CH:16]2[CH2:18][CH2:17]2)=[CH:12][N:11]([C:19]2[CH:24]=[CH:23][C:22]([CH2:25][CH2:26][CH2:27][CH3:28])=[CH:21][CH:20]=2)[CH:10]=1)C1C=CC=CC=1.CC(O)=O, predict the reaction product. The product is: [CH2:25]([C:22]1[CH:21]=[CH:20][C:19]([N:11]2[CH:10]=[C:9]([OH:8])[C:14](=[O:15])[C:13]([CH:16]3[CH2:18][CH2:17]3)=[CH:12]2)=[CH:24][CH:23]=1)[CH2:26][CH2:27][CH3:28].